From a dataset of Full USPTO retrosynthesis dataset with 1.9M reactions from patents (1976-2016). Predict the reactants needed to synthesize the given product. (1) The reactants are: Br[C:2]1[C:10]([O:11][CH2:12][C:13]2[CH:18]=[CH:17][CH:16]=[CH:15][CH:14]=2)=[CH:9][CH:8]=[C:7]2[C:3]=1[CH:4]=[CH:5][N:6]2[S:19]([C:22]1[CH:27]=[CH:26][CH:25]=[CH:24][CH:23]=1)(=[O:21])=[O:20].C(C([Sn])=C(CCCC)CCCC)CCC.N1C(C)=CC=CC=1C.I([O-])(=O)(=O)=O.[Na+].[O:57]1CCOC[CH2:58]1. Given the product [CH2:12]([O:11][C:10]1[CH:9]=[CH:8][C:7]2[N:6]([S:19]([C:22]3[CH:27]=[CH:26][CH:25]=[CH:24][CH:23]=3)(=[O:21])=[O:20])[CH:5]=[CH:4][C:3]=2[C:2]=1[CH:58]=[O:57])[C:13]1[CH:18]=[CH:17][CH:16]=[CH:15][CH:14]=1, predict the reactants needed to synthesize it. (2) Given the product [F:15][C:16]1[CH:17]=[C:18]([C:2]2[CH:3]=[N:4][CH:5]=[C:6]3[C:11]=2[N:10]=[C:9]([C:12]([NH2:14])=[O:13])[CH:8]=[CH:7]3)[CH:19]=[C:20]([F:23])[C:21]=1[F:22], predict the reactants needed to synthesize it. The reactants are: Br[C:2]1[CH:3]=[N:4][CH:5]=[C:6]2[C:11]=1[N:10]=[C:9]([C:12]([NH2:14])=[O:13])[CH:8]=[CH:7]2.[F:15][C:16]1[CH:17]=[C:18](B(O)O)[CH:19]=[C:20]([F:23])[C:21]=1[F:22].C(=O)([O-])[O-].[Cs+].[Cs+].